This data is from Full USPTO retrosynthesis dataset with 1.9M reactions from patents (1976-2016). The task is: Predict the reactants needed to synthesize the given product. (1) Given the product [Br:1][C:2]1[CH:9]=[C:8]([F:10])[CH:7]=[C:6]([Br:11])[C:3]=1[CH2:4][OH:5], predict the reactants needed to synthesize it. The reactants are: [Br:1][C:2]1[CH:9]=[C:8]([F:10])[CH:7]=[C:6]([Br:11])[C:3]=1[CH:4]=[O:5].[BH4-].[Na+]. (2) Given the product [Cl:1][C:2]1[CH:3]=[C:4]([N+:10]([O-:12])=[O:11])[C:5]2[O:9][CH2:26][CH2:25][O:8][C:6]=2[CH:7]=1, predict the reactants needed to synthesize it. The reactants are: [Cl:1][C:2]1[CH:7]=[C:6]([OH:8])[C:5]([OH:9])=[C:4]([N+:10]([O-:12])=[O:11])[CH:3]=1.C([O-])([O-])=O.[K+].[K+].CN(C=O)C.Br[CH2:25][CH2:26]Br. (3) Given the product [Cl:17][C:7]1[C:6]([O:5][CH2:4][CH:1]2[CH2:3][CH2:2]2)=[CH:11][N:10]=[C:9]([S:12][CH3:13])[N:8]=1, predict the reactants needed to synthesize it. The reactants are: [CH:1]1([CH2:4][O:5][C:6]2[C:7](O)=[N:8][C:9]([S:12][CH3:13])=[N:10][CH:11]=2)[CH2:3][CH2:2]1.O=P(Cl)(Cl)[Cl:17].CC(=O)OCC. (4) Given the product [CH3:25][O:24][C:7]1[CH:6]=[CH:5][C:4]2[N:3]=[C:2]([NH:32][C:30]3[NH:29][N:28]=[C:27]([CH3:26])[CH:31]=3)[C:11]3[NH:12][N:13]=[CH:14][C:10]=3[C:9]=2[CH:8]=1, predict the reactants needed to synthesize it. The reactants are: Cl[C:2]1[C:11]2=[N:12][N:13](CC3C=CC(OC)=CC=3)[CH:14]=[C:10]2[C:9]2[CH:8]=[C:7]([O:24][CH3:25])[CH:6]=[CH:5][C:4]=2[N:3]=1.[CH3:26][C:27]1[CH:31]=[C:30]([NH2:32])[NH:29][N:28]=1.Cl. (5) Given the product [CH2:1]([C@@:5]1([CH2:28][CH3:29])[NH:11][C@H:10]([C:12]2[CH:13]=[CH:14][CH:15]=[CH:16][CH:17]=2)[C:9]2[CH:18]=[C:19]([O:24][CH3:25])[C:20]([CH2:22][NH2:23])=[CH:21][C:8]=2[S:7](=[O:26])(=[O:27])[CH2:6]1)[CH2:2][CH2:3][CH3:4], predict the reactants needed to synthesize it. The reactants are: [CH2:1]([C@@:5]1([CH2:28][CH3:29])[NH:11][C@H:10]([C:12]2[CH:17]=[CH:16][CH:15]=[CH:14][CH:13]=2)[C:9]2[CH:18]=[C:19]([O:24][CH3:25])[C:20]([C:22]#[N:23])=[CH:21][C:8]=2[S:7](=[O:27])(=[O:26])[CH2:6]1)[CH2:2][CH2:3][CH3:4].Cl. (6) Given the product [O:15]1[CH2:16][CH2:17][N:12]([C:2]2[N:7]=[CH:6][C:5]([CH2:8][C:9]([OH:11])=[O:10])=[CH:4][N:3]=2)[CH2:13][CH2:14]1, predict the reactants needed to synthesize it. The reactants are: Cl[C:2]1[N:7]=[CH:6][C:5]([CH2:8][C:9]([OH:11])=[O:10])=[CH:4][N:3]=1.[NH:12]1[CH2:17][CH2:16][O:15][CH2:14][CH2:13]1. (7) The reactants are: C(O)=O.[NH2:4][CH2:5][CH2:6][C:7]1[CH:33]=[CH:32][C:10]([NH:11][CH:12]2[CH2:17][CH2:16][N:15]([C:18]([NH:20][CH2:21][C:22]3[CH:27]=[CH:26][CH:25]=[CH:24][C:23]=3[C:28]([F:31])([F:30])[F:29])=[O:19])[CH2:14][CH2:13]2)=[CH:9][CH:8]=1.C([Si]([O:51][C:52]1[CH:57]=[CH:56][C:55]([O:58][CH2:59][CH:60]2[CH2:62][O:61]2)=[CH:54][CH:53]=1)(C1C=CC=CC=1)C1C=CC=CC=1)(C)(C)C. Given the product [F:30][C:28]([F:31])([F:29])[C:23]1[CH:24]=[CH:25][CH:26]=[CH:27][C:22]=1[CH2:21][NH:20][C:18]([N:15]1[CH2:16][CH2:17][CH:12]([NH:11][C:10]2[CH:9]=[CH:8][C:7]([CH2:6][CH2:5][NH:4][CH2:62][C@H:60]([OH:61])[CH2:59][O:58][C:55]3[CH:56]=[CH:57][C:52]([OH:51])=[CH:53][CH:54]=3)=[CH:33][CH:32]=2)[CH2:13][CH2:14]1)=[O:19], predict the reactants needed to synthesize it.